Task: Binary Classification. Given a T-cell receptor sequence (or CDR3 region) and an epitope sequence, predict whether binding occurs between them.. Dataset: TCR-epitope binding with 47,182 pairs between 192 epitopes and 23,139 TCRs The epitope is RLQSLQTYV. The TCR CDR3 sequence is CASSLTGLQPQHF. Result: 0 (the TCR does not bind to the epitope).